Task: Regression. Given a peptide amino acid sequence and an MHC pseudo amino acid sequence, predict their binding affinity value. This is MHC class I binding data.. Dataset: Peptide-MHC class I binding affinity with 185,985 pairs from IEDB/IMGT (1) The peptide sequence is AMHYIRHRA. The MHC is HLA-A02:11 with pseudo-sequence HLA-A02:11. The binding affinity (normalized) is 1.00. (2) The peptide sequence is YSHGTGTGY. The MHC is HLA-A24:02 with pseudo-sequence HLA-A24:02. The binding affinity (normalized) is 0. (3) The peptide sequence is YTASVVAAY. The MHC is HLA-C14:02 with pseudo-sequence HLA-C14:02. The binding affinity (normalized) is 0.576. (4) The peptide sequence is KETINEEAA. The MHC is HLA-B35:01 with pseudo-sequence HLA-B35:01. The binding affinity (normalized) is 0. (5) The peptide sequence is HKDGAFFLY. The MHC is HLA-A01:01 with pseudo-sequence HLA-A01:01. The binding affinity (normalized) is 0.191.